The task is: Predict the reactants needed to synthesize the given product.. This data is from Full USPTO retrosynthesis dataset with 1.9M reactions from patents (1976-2016). (1) Given the product [Cl:1][C:2]1[CH:7]=[CH:6][CH:5]=[CH:4][C:3]=1[NH:8][C:9]([C:11]1[CH:15]=[CH:14][N:13]([C:27]([NH:26][CH:23]2[CH2:24][CH2:25][N:20]([C:18](=[O:19])[C:17]([F:29])([F:16])[F:30])[CH2:21][CH2:22]2)=[O:28])[N:12]=1)=[O:10], predict the reactants needed to synthesize it. The reactants are: [Cl:1][C:2]1[CH:7]=[CH:6][CH:5]=[CH:4][C:3]=1[NH:8][C:9]([C:11]1[CH:15]=[CH:14][NH:13][N:12]=1)=[O:10].[F:16][C:17]([F:30])([F:29])[C:18]([N:20]1[CH2:25][CH2:24][CH:23]([N:26]=[C:27]=[O:28])[CH2:22][CH2:21]1)=[O:19]. (2) Given the product [Cl:1][C:2]1[CH:10]=[CH:9][C:5]([C:6]([Cl:14])=[O:7])=[CH:4][N:3]=1, predict the reactants needed to synthesize it. The reactants are: [Cl:1][C:2]1[CH:10]=[CH:9][C:5]([C:6](O)=[O:7])=[CH:4][N:3]=1.C(Cl)(=O)C([Cl:14])=O.CN(C=O)C. (3) The reactants are: [F:1][C:2]1[CH:7]=[CH:6][C:5]([C:8]2[S:12][C:11]([CH3:13])=[N:10][C:9]=2[C:14]([OH:16])=O)=[CH:4][CH:3]=1.[NH:17]1[CH2:22][CH2:21][CH2:20][C@@H:19]([NH:23][C:24]([C:26]2[N:33]3[C:29]([S:30][CH:31]=[CH:32]3)=[N:28][C:27]=2[CH3:34])=[O:25])[CH2:18]1. Given the product [F:1][C:2]1[CH:3]=[CH:4][C:5]([C:8]2[S:12][C:11]([CH3:13])=[N:10][C:9]=2[C:14]([N:17]2[CH2:22][CH2:21][CH2:20][C@@H:19]([NH:23][C:24]([C:26]3[N:33]4[C:29]([S:30][CH:31]=[CH:32]4)=[N:28][C:27]=3[CH3:34])=[O:25])[CH2:18]2)=[O:16])=[CH:6][CH:7]=1, predict the reactants needed to synthesize it. (4) The reactants are: Cl[C:2]1[S:3][C:4]2[CH:10]=[CH:9][CH:8]=[CH:7][C:5]=2[N:6]=1.[OH:11][C:12]1[CH:19]=[CH:18][C:15]([CH:16]=[O:17])=[CH:14][CH:13]=1.C([O-])([O-])=O.[K+].[K+].[OH:26][S:27]([O-:29])=[O:28].[Na+]. Given the product [S:27](=[O:26])([OH:29])[OH:28].[S:3]1[C:4]2[CH:10]=[CH:9][CH:8]=[CH:7][C:5]=2[N:6]=[C:2]1[O:11][C:12]1[CH:19]=[CH:18][C:15]([CH:16]=[O:17])=[CH:14][CH:13]=1, predict the reactants needed to synthesize it. (5) Given the product [N:39]([CH:22]([CH3:23])[CH2:21][C:12]1[C:11]2[C:15](=[CH:16][CH:17]=[C:9]([O:8][CH2:1][C:2]3[CH:7]=[CH:6][CH:5]=[CH:4][CH:3]=3)[CH:10]=2)[N:14]([C:18](=[O:20])[CH3:19])[N:13]=1)=[N+:40]=[N-:41], predict the reactants needed to synthesize it. The reactants are: [CH2:1]([O:8][C:9]1[CH:10]=[C:11]2[C:15](=[CH:16][CH:17]=1)[N:14]([C:18](=[O:20])[CH3:19])[N:13]=[C:12]2[CH2:21][CH:22](O)[CH3:23])[C:2]1[CH:7]=[CH:6][CH:5]=[CH:4][CH:3]=1.CS(Cl)(=O)=O.C(N(CC)CC)C.[NH4+].[Cl-].[N-:39]=[N+:40]=[N-:41].[Na+].